Predict the product of the given reaction. From a dataset of Forward reaction prediction with 1.9M reactions from USPTO patents (1976-2016). (1) Given the reactants [S:1]1[CH:5]=[CH:4][CH:3]=[C:2]1[CH:6]=O.[CH3:8][O:9][CH2:10][CH2:11][NH2:12].[C:13]1(=[O:24])[O:19][C:17](=O)[C:16]2=[CH:20][CH:21]=[CH:22][CH:23]=[C:15]2[CH2:14]1.[NH2:25][C:26]1[CH:27]=[CH:28][C:29]([N:34]2[CH:38]=[CH:37][CH:36]=[CH:35]2)=[C:30]([CH:33]=1)[C:31]#[N:32], predict the reaction product. The product is: [C:31]([C:30]1[CH:33]=[C:26]([NH:25][C:13]([CH:14]2[C:15]3[C:16](=[CH:20][CH:21]=[CH:22][CH:23]=3)[C:17](=[O:19])[N:12]([CH2:11][CH2:10][O:9][CH3:8])[CH:6]2[C:2]2[S:1][CH:5]=[CH:4][CH:3]=2)=[O:24])[CH:27]=[CH:28][C:29]=1[N:34]1[CH:38]=[CH:37][CH:36]=[CH:35]1)#[N:32]. (2) The product is: [NH2:17][C:18]1[CH:26]=[C:25]([C:5]2[CH:6]=[CH:7][C:2]([Cl:1])=[CH:3][CH:4]=2)[CH:24]=[CH:23][C:19]=1[C:20]([OH:22])=[O:21]. Given the reactants [Cl:1][C:2]1[CH:7]=[CH:6][C:5](B(O)O)=[CH:4][CH:3]=1.C(=O)([O-])[O-].[K+].[K+].[NH2:17][C:18]1[CH:26]=[C:25](Br)[CH:24]=[CH:23][C:19]=1[C:20]([OH:22])=[O:21].O, predict the reaction product. (3) The product is: [F:32][C:33]([F:37])([F:36])[CH2:34][O:1][C:2]1[CH:3]=[C:4]([C:18]2([C:22]([O:24][CH3:25])=[O:23])[CH2:21][CH2:20][CH2:19]2)[CH:5]=[C:6]([C:8]2[CH:13]=[CH:12][C:11]([C:14]([F:15])([F:16])[F:17])=[CH:10][CH:9]=2)[CH:7]=1. Given the reactants [OH:1][C:2]1[CH:3]=[C:4]([C:18]2([C:22]([O:24][CH3:25])=[O:23])[CH2:21][CH2:20][CH2:19]2)[CH:5]=[C:6]([C:8]2[CH:13]=[CH:12][C:11]([C:14]([F:17])([F:16])[F:15])=[CH:10][CH:9]=2)[CH:7]=1.C([O-])([O-])=O.[K+].[K+].[F:32][C:33]([F:37])([F:36])[CH2:34]I, predict the reaction product. (4) Given the reactants [Br:1][C:2]1[CH:10]=[CH:9][C:5]([C:6](O)=[O:7])=[C:4]([O:11][C:12]2[CH:17]=[C:16]([O:18][CH3:19])[CH:15]=[C:14]([O:20][CH3:21])[CH:13]=2)[CH:3]=1.[BH4-].[Na+].B(F)(F)F.CCOCC, predict the reaction product. The product is: [Br:1][C:2]1[CH:10]=[CH:9][C:5]([CH2:6][OH:7])=[C:4]([O:11][C:12]2[CH:17]=[C:16]([O:18][CH3:19])[CH:15]=[C:14]([O:20][CH3:21])[CH:13]=2)[CH:3]=1. (5) Given the reactants [CH3:1][C:2]1[CH:3]=[C:4]([CH3:12])[C:5]2[O:10][CH2:9][CH2:8][NH:7][C:6]=2[CH:11]=1.N1C=CC=CC=1.[CH2:19]([O:21][C:22](=[O:28])/[CH:23]=[CH:24]/[C:25](Cl)=[O:26])[CH3:20], predict the reaction product. The product is: [CH2:19]([O:21][C:22](=[O:28])/[CH:23]=[CH:24]/[C:25]([N:7]1[C:6]2[CH:11]=[C:2]([CH3:1])[CH:3]=[C:4]([CH3:12])[C:5]=2[O:10][CH2:9][CH2:8]1)=[O:26])[CH3:20]. (6) Given the reactants [CH2:1]=[C:2]1[CH2:5][CH:4]([CH2:6][NH:7][C:8](=[O:17])[O:9][CH2:10][C:11]2[CH:16]=[CH:15][CH:14]=[CH:13][CH:12]=2)[CH2:3]1.[C:18]([C:22](Cl)=[O:23])(Cl)([Cl:20])[Cl:19].C(=O)(O)[O-].[Na+], predict the reaction product. The product is: [Cl:19][C:18]1([Cl:20])[C:22](=[O:23])[CH2:1][C:2]21[CH2:3][CH:4]([CH2:6][NH:7][C:8](=[O:17])[O:9][CH2:10][C:11]1[CH:16]=[CH:15][CH:14]=[CH:13][CH:12]=1)[CH2:5]2.